Dataset: Reaction yield outcomes from USPTO patents with 853,638 reactions. Task: Predict the reaction yield, written as a fraction of the theoretical maximum amount of product (1.0 means a 100% yield; for example, 0.34 means a 34% yield). (1) The reactants are [CH2:1]([N:8]1[C:17]2[C:12](=[CH:13][C:14](Br)=[CH:15][CH:16]=2)[CH2:11][C@H:10]([NH:19][S:20]([C:23]2[CH:28]=[CH:27][CH:26]=[CH:25][CH:24]=2)(=[O:22])=[O:21])[CH2:9]1)[C:2]1[CH:7]=[CH:6][CH:5]=[CH:4][CH:3]=1.[C:29]1(B(O)O)[CH:34]=[CH:33][CH:32]=[CH:31][CH:30]=1.C([O-])([O-])=O.[K+].[K+]. The catalyst is C1COCC1.CO. The product is [CH2:1]([N:8]1[C:17]2[C:12](=[CH:13][C:14]([C:29]3[CH:34]=[CH:33][CH:32]=[CH:31][CH:30]=3)=[CH:15][CH:16]=2)[CH2:11][C@H:10]([NH:19][S:20]([C:23]2[CH:28]=[CH:27][CH:26]=[CH:25][CH:24]=2)(=[O:22])=[O:21])[CH2:9]1)[C:2]1[CH:7]=[CH:6][CH:5]=[CH:4][CH:3]=1. The yield is 0.510. (2) The reactants are C([O:3][C:4]([C:6]1[CH:7]=[N:8][N:9]([C:18]2[CH:23]=[CH:22][C:21]([Br:24])=[CH:20][CH:19]=2)[C:10]=1[NH:11][S:12]([CH:15]([CH3:17])[CH3:16])(=[O:14])=[O:13])=[O:5])C.[OH-].[Na+]. The catalyst is C(O)C. The product is [Br:24][C:21]1[CH:22]=[CH:23][C:18]([N:9]2[C:10]([NH:11][S:12]([CH:15]([CH3:17])[CH3:16])(=[O:14])=[O:13])=[C:6]([C:4]([OH:5])=[O:3])[CH:7]=[N:8]2)=[CH:19][CH:20]=1. The yield is 0.850. (3) The reactants are [Cl:1][C:2]1[CH:20]=[C:19]([CH2:21][CH:22]2[S:26][C:25](=[O:27])[NH:24][C:23]2=[O:28])[CH:18]=[C:17]([Cl:29])[C:3]=1[O:4][C:5]1[CH:6]=[CH:7][C:8]([O:15][CH3:16])=[C:9]([S:11](Cl)(=[O:13])=[O:12])[CH:10]=1.[CH:30]1([NH2:33])[CH2:32][CH2:31]1.CN1CCOCC1. The catalyst is O1CCCC1. The product is [CH:30]1([NH:33][S:11]([C:9]2[CH:10]=[C:5]([O:4][C:3]3[C:2]([Cl:1])=[CH:20][C:19]([CH2:21][CH:22]4[S:26][C:25](=[O:27])[NH:24][C:23]4=[O:28])=[CH:18][C:17]=3[Cl:29])[CH:6]=[CH:7][C:8]=2[O:15][CH3:16])(=[O:13])=[O:12])[CH2:32][CH2:31]1. The yield is 0.410. (4) The reactants are [Cl:1][C:2]1[CH:3]=[C:4]([CH:23]=[CH:24][C:25]=1[Cl:26])[CH2:5][N:6]1[C:14]2[C:9](=[CH:10][C:11]([NH:15][C:16](=[O:18])[CH3:17])=[CH:12][CH:13]=2)[CH:8]=[C:7]1[C:19]([O:21]C)=[O:20].[I-].[Li+].Cl. The yield is 0.220. The product is [Cl:1][C:2]1[CH:3]=[C:4]([CH:23]=[CH:24][C:25]=1[Cl:26])[CH2:5][N:6]1[C:14]2[C:9](=[CH:10][C:11]([NH:15][C:16](=[O:18])[CH3:17])=[CH:12][CH:13]=2)[CH:8]=[C:7]1[C:19]([OH:21])=[O:20]. The catalyst is N1C=CC=CC=1. (5) The reactants are [C:1]([NH:4][C:5]1[S:6][C:7]([C:11]([O:13][CH2:14][CH3:15])=[O:12])=[C:8]([OH:10])[N:9]=1)(=[O:3])[CH3:2].C(=O)([O-])[O-].[K+].[K+].[F:22][C:23]([F:33])([F:32])[C:24]1[CH:31]=[CH:30][CH:29]=[CH:28][C:25]=1[CH2:26]Br.O. The catalyst is CN(C)C=O.C(OCC)(=O)C. The product is [C:1]([NH:4][C:5]1[S:6][C:7]([C:11]([O:13][CH2:14][CH3:15])=[O:12])=[C:8]([O:10][CH2:26][C:25]2[CH:28]=[CH:29][CH:30]=[CH:31][C:24]=2[C:23]([F:22])([F:32])[F:33])[N:9]=1)(=[O:3])[CH3:2]. The yield is 0.610. (6) The catalyst is CO. The product is [F:7][C:8]1[C:44]([NH:45][S:46]([CH2:49][CH2:50][CH3:51])(=[O:48])=[O:47])=[CH:43][CH:42]=[C:41]([F:52])[C:9]=1[C:10]([NH:12][C:13]1[CH:14]=[C:15]2[CH:21]=[C:20]([C:22]3[CH:23]=[C:24]4[C:28](=[CH:29][CH:30]=3)[N:27]([CH3:31])[CH:26]=[CH:25]4)[NH:19][C:16]2=[N:17][CH:18]=1)=[O:11]. The yield is 0.660. The reactants are C([O-])([O-])=O.[K+].[K+].[F:7][C:8]1[C:44]([NH:45][S:46]([CH2:49][CH2:50][CH3:51])(=[O:48])=[O:47])=[CH:43][CH:42]=[C:41]([F:52])[C:9]=1[C:10]([NH:12][C:13]1[CH:14]=[C:15]2[CH:21]=[C:20]([C:22]3[CH:23]=[C:24]4[C:28](=[CH:29][CH:30]=3)[N:27]([CH3:31])[CH:26]=[CH:25]4)[N:19](S(C3C=CC=CC=3)(=O)=O)[C:16]2=[N:17][CH:18]=1)=[O:11]. (7) The reactants are [CH2:1]([O:3][C:4](=[O:20])[C:5](=O)/[CH:6]=[C:7](/[C:9]1[CH:14]=[CH:13][CH:12]=[C:11]([C:15]([F:18])([F:17])[F:16])[CH:10]=1)\[O-])[CH3:2].[Li+].Cl.[Cl:23][C:24]1[CH:25]=[C:26]([NH:30][NH2:31])[CH:27]=[CH:28][CH:29]=1. The catalyst is C(O)C. The product is [Cl:23][C:24]1[CH:25]=[C:26]([N:30]2[C:7]([C:9]3[CH:14]=[CH:13][CH:12]=[C:11]([C:15]([F:18])([F:17])[F:16])[CH:10]=3)=[CH:6][C:5]([C:4]([O:3][CH2:1][CH3:2])=[O:20])=[N:31]2)[CH:27]=[CH:28][CH:29]=1. The yield is 0.620.